Dataset: Forward reaction prediction with 1.9M reactions from USPTO patents (1976-2016). Task: Predict the product of the given reaction. (1) Given the reactants [OH2:1].[CH3:2][S:3][C:4]1[CH:10]=[CH:9][C:7]([NH2:8])=[CH:6][CH:5]=1.[OH:11]O.Cl, predict the reaction product. The product is: [CH3:2][S:3]([C:4]1[CH:10]=[CH:9][C:7]([NH2:8])=[CH:6][CH:5]=1)(=[O:11])=[O:1]. (2) Given the reactants [F:1][C:2]1[CH:7]=[CH:6][C:5]([O:8][CH3:9])=[CH:4][C:3]=1[C:10]1[CH:15]=[CH:14][C:13]([OH:16])=[CH:12][C:11]=1[CH2:17][C:18]([CH3:22])([CH3:21])[C:19]#[N:20].[CH:23]1([CH:26]([C:33]2[CH:38]=[CH:37][N:36]=[C:35]([CH2:39]O)[CH:34]=2)[CH2:27][C:28]([O:30][CH2:31][CH3:32])=[O:29])[CH2:25][CH2:24]1.C(P(CCCC)CCCC)CCC.N(C(N1CCCCC1)=O)=NC(N1CCCCC1)=O, predict the reaction product. The product is: [C:19]([C:18]([CH3:22])([CH3:21])[CH2:17][C:11]1[CH:12]=[C:13]([O:16][CH2:39][C:35]2[CH:34]=[C:33]([CH:26]([CH:23]3[CH2:24][CH2:25]3)[CH2:27][C:28]([O:30][CH2:31][CH3:32])=[O:29])[CH:38]=[CH:37][N:36]=2)[CH:14]=[CH:15][C:10]=1[C:3]1[CH:4]=[C:5]([O:8][CH3:9])[CH:6]=[CH:7][C:2]=1[F:1])#[N:20].